Dataset: HIV replication inhibition screening data with 41,000+ compounds from the AIDS Antiviral Screen. Task: Binary Classification. Given a drug SMILES string, predict its activity (active/inactive) in a high-throughput screening assay against a specified biological target. (1) The molecule is Cc1ccc(C(=O)C(C2=Nc3n[nH]c(=N)n3C2=O)C2=Nc3n[nH]c(=N)n3C2=O)cc1. The result is 0 (inactive). (2) The compound is CC(=O)Nc1nc(C)c(CCC#N)c(SC(=N)N)n1. The result is 0 (inactive). (3) The molecule is COc1ccc2c(c1)CCN1CCCc3ccc(OC)cc3C21. The result is 0 (inactive). (4) The compound is [ClH+][Pd-4]123([ClH+])[PH](c4ccccc4)(CC[PH]1(c1ccccc1)CC[PH]2(c1ccccc1)c1ccccc1)CC[PH]3(c1ccccc1)c1ccccc1. The result is 0 (inactive). (5) The compound is NN=C(C(=O)Nc1cccc(Cl)c1)C(C(=O)c1ccc(O)cc1O)C1OC(=O)c2ccccc21. The result is 0 (inactive). (6) The molecule is OCC(Oc1ccccc1)C(O)C(O)C(CO)Oc1ccccc1. The result is 0 (inactive).